This data is from Peptide-MHC class I binding affinity with 185,985 pairs from IEDB/IMGT. The task is: Regression. Given a peptide amino acid sequence and an MHC pseudo amino acid sequence, predict their binding affinity value. This is MHC class I binding data. The binding affinity (normalized) is 0.154. The peptide sequence is IASKINNNRI. The MHC is HLA-A02:06 with pseudo-sequence HLA-A02:06.